This data is from Full USPTO retrosynthesis dataset with 1.9M reactions from patents (1976-2016). The task is: Predict the reactants needed to synthesize the given product. Given the product [CH3:22][O:21][C:18]1[CH:17]=[CH:16][C:15]([CH2:14][N:5]2[CH:6]=[C:7]([C:8]([N:10]([O:12][CH3:13])[CH3:11])=[O:9])[C:3]([CH:1]([OH:2])[CH:23]([CH3:25])[CH3:24])=[N:4]2)=[CH:20][CH:19]=1, predict the reactants needed to synthesize it. The reactants are: [CH:1]([C:3]1[C:7]([C:8]([N:10]([O:12][CH3:13])[CH3:11])=[O:9])=[CH:6][N:5]([CH2:14][C:15]2[CH:20]=[CH:19][C:18]([O:21][CH3:22])=[CH:17][CH:16]=2)[N:4]=1)=[O:2].[CH:23]([Mg]Br)([CH3:25])[CH3:24].